Dataset: Full USPTO retrosynthesis dataset with 1.9M reactions from patents (1976-2016). Task: Predict the reactants needed to synthesize the given product. (1) Given the product [S:9]1[C:13]([NH:14][C:16](=[O:17])[CH3:15])=[CH:12][N:11]=[CH:10]1, predict the reactants needed to synthesize it. The reactants are: CCN(CC)CC.Cl.[S:9]1[C:13]([NH2:14])=[CH:12][N:11]=[CH:10]1.[CH3:15][C:16](OC(C)=O)=[O:17]. (2) Given the product [OH:4][C:5]1[CH:6]=[C:7]([CH:11]([CH3:17])[C:12]([O:14][CH2:15][CH3:16])=[O:13])[CH:8]=[CH:9][CH:10]=1, predict the reactants needed to synthesize it. The reactants are: COC[O:4][C:5]1[CH:6]=[C:7]([CH:11]([CH3:17])[C:12]([O:14][CH2:15][CH3:16])=[O:13])[CH:8]=[CH:9][CH:10]=1.FC(F)(F)C(O)=O.C([O-])(O)=O.[Na+]. (3) Given the product [F:1][C:2]1[CH:3]=[CH:4][C:5]([O:6][CH:7]([C:9]2[CH:10]=[CH:11][C:12]([C:13]([NH:42][CH2:43][C:44]3[C:45]([OH:52])=[N:46][C:47]([CH3:51])=[CH:48][C:49]=3[CH3:50])=[O:15])=[CH:16][CH:17]=2)[CH3:8])=[CH:18][CH:19]=1, predict the reactants needed to synthesize it. The reactants are: [F:1][C:2]1[CH:19]=[CH:18][C:5]([O:6][CH:7]([C:9]2[CH:17]=[CH:16][C:12]([C:13]([OH:15])=O)=[CH:11][CH:10]=2)[CH3:8])=[CH:4][CH:3]=1.Cl.C(N=C=NCCCN(C)C)C.ON1C2C=CC=CC=2N=N1.[NH2:42][CH2:43][C:44]1[C:45]([OH:52])=[N:46][C:47]([CH3:51])=[CH:48][C:49]=1[CH3:50].